From a dataset of NCI-60 drug combinations with 297,098 pairs across 59 cell lines. Regression. Given two drug SMILES strings and cell line genomic features, predict the synergy score measuring deviation from expected non-interaction effect. (1) Drug 1: CN1CCC(CC1)COC2=C(C=C3C(=C2)N=CN=C3NC4=C(C=C(C=C4)Br)F)OC. Drug 2: C1=NC(=NC(=O)N1C2C(C(C(O2)CO)O)O)N. Cell line: TK-10. Synergy scores: CSS=12.5, Synergy_ZIP=-8.87, Synergy_Bliss=-1.90, Synergy_Loewe=-12.3, Synergy_HSA=-3.02. (2) Synergy scores: CSS=5.80, Synergy_ZIP=-0.834, Synergy_Bliss=3.20, Synergy_Loewe=1.08, Synergy_HSA=3.08. Drug 1: C(=O)(N)NO. Drug 2: C(CN)CNCCSP(=O)(O)O. Cell line: MDA-MB-231. (3) Drug 1: CC12CCC3C(C1CCC2=O)CC(=C)C4=CC(=O)C=CC34C. Drug 2: CC1=C(C(=O)C2=C(C1=O)N3CC4C(C3(C2COC(=O)N)OC)N4)N. Cell line: OVCAR3. Synergy scores: CSS=37.3, Synergy_ZIP=-0.111, Synergy_Bliss=8.98, Synergy_Loewe=-0.569, Synergy_HSA=6.45. (4) Drug 1: CCCS(=O)(=O)NC1=C(C(=C(C=C1)F)C(=O)C2=CNC3=C2C=C(C=N3)C4=CC=C(C=C4)Cl)F. Drug 2: C1=CC=C(C(=C1)C(C2=CC=C(C=C2)Cl)C(Cl)Cl)Cl. Cell line: NCIH23. Synergy scores: CSS=4.45, Synergy_ZIP=1.98, Synergy_Bliss=6.11, Synergy_Loewe=2.34, Synergy_HSA=2.38. (5) Drug 1: CC1C(C(=O)NC(C(=O)N2CCCC2C(=O)N(CC(=O)N(C(C(=O)O1)C(C)C)C)C)C(C)C)NC(=O)C3=C4C(=C(C=C3)C)OC5=C(C(=O)C(=C(C5=N4)C(=O)NC6C(OC(=O)C(N(C(=O)CN(C(=O)C7CCCN7C(=O)C(NC6=O)C(C)C)C)C)C(C)C)C)N)C. Drug 2: CCC1(C2=C(COC1=O)C(=O)N3CC4=CC5=C(C=CC(=C5CN(C)C)O)N=C4C3=C2)O.Cl. Cell line: 786-0. Synergy scores: CSS=45.1, Synergy_ZIP=-4.61, Synergy_Bliss=-6.05, Synergy_Loewe=-8.43, Synergy_HSA=-1.99. (6) Drug 1: CC(CN1CC(=O)NC(=O)C1)N2CC(=O)NC(=O)C2. Drug 2: C1=CC=C(C=C1)NC(=O)CCCCCCC(=O)NO. Cell line: COLO 205. Synergy scores: CSS=55.3, Synergy_ZIP=-0.0934, Synergy_Bliss=2.83, Synergy_Loewe=5.11, Synergy_HSA=5.29.